Dataset: Reaction yield outcomes from USPTO patents with 853,638 reactions. Task: Predict the reaction yield, written as a fraction of the theoretical maximum amount of product (1.0 means a 100% yield; for example, 0.34 means a 34% yield). The reactants are [OH:1][C:2]1[CH:3]=[C:4]([CH:7]=[CH:8][CH:9]=1)[CH:5]=O.[C:10]([O:18][CH2:19][CH3:20])(=[O:17])[CH2:11][C:12]([O:14][CH2:15][CH3:16])=[O:13]. No catalyst specified. The product is [OH:1][C:2]1[CH:3]=[C:4]([CH:5]=[C:11]([C:12]([O:14][CH2:15][CH3:16])=[O:13])[C:10]([O:18][CH2:19][CH3:20])=[O:17])[CH:7]=[CH:8][CH:9]=1. The yield is 0.650.